From a dataset of Reaction yield outcomes from USPTO patents with 853,638 reactions. Predict the reaction yield, written as a fraction of the theoretical maximum amount of product (1.0 means a 100% yield; for example, 0.34 means a 34% yield). (1) The reactants are [OH-].[Na+].C([O:5][C:6]([C:8]1[CH:13]=[CH:12][C:11]([CH:14]2[CH2:17][N:16]([C:18]([O:20][C:21]([CH3:24])([CH3:23])[CH3:22])=[O:19])[CH2:15]2)=[CH:10][CH:9]=1)=[O:7])C.Cl. The catalyst is O1CCCC1.CO.C(OCC)(=O)C. The product is [C:21]([O:20][C:18]([N:16]1[CH2:15][CH:14]([C:11]2[CH:10]=[CH:9][C:8]([C:6]([OH:7])=[O:5])=[CH:13][CH:12]=2)[CH2:17]1)=[O:19])([CH3:24])([CH3:22])[CH3:23]. The yield is 0.860. (2) The reactants are Br[C:2]1[S:6][C:5]([CH:7]=[O:8])=[CH:4][CH:3]=1.[CH2:9](B(O)O)[CH2:10][CH3:11]. No catalyst specified. The product is [CH2:9]([C:2]1[S:6][C:5]([CH:7]=[O:8])=[CH:4][CH:3]=1)[CH2:10][CH3:11]. The yield is 0.290.